This data is from Full USPTO retrosynthesis dataset with 1.9M reactions from patents (1976-2016). The task is: Predict the reactants needed to synthesize the given product. (1) Given the product [CH3:12][O:11][C:8]1[CH:9]=[CH:10][C:2]([C:25](=[O:26])[C:22]2[CH:21]=[CH:20][C:19]([O:36][CH3:35])=[CH:24][CH:23]=2)=[C:3]([CH:7]=1)[C:4]([OH:6])=[O:5], predict the reactants needed to synthesize it. The reactants are: Br[C:2]1[CH:10]=[CH:9][C:8]([O:11][CH3:12])=[CH:7][C:3]=1[C:4]([OH:6])=[O:5].C([Li])CCC.C[C:19]1[CH:24]=[CH:23][C:22]([C:25](N(OC)C)=[O:26])=[CH:21][CH:20]=1.[OH-].[Na+].C1C[O:36][CH2:35]C1. (2) The reactants are: [CH3:1][O:2][C:3]1[CH:19]=[CH:18][C:6]([CH2:7][C:8]2([CH3:17])[CH2:13][CH2:12][O:11][CH2:10]/[C:9]/2=[CH:14]\[O:15]C)=[CH:5][CH:4]=1.Cl. Given the product [CH3:1][O:2][C:3]1[CH:4]=[CH:5][C:6]([CH2:7][C:8]2([CH3:17])[CH2:13][CH2:12][O:11][CH2:10][CH:9]2[CH:14]=[O:15])=[CH:18][CH:19]=1, predict the reactants needed to synthesize it. (3) Given the product [CH3:25][N:3]1[N:2]=[N:1][C:5]([C:6]2[NH:7][C:8]3[C:13]([C:14]=2[C:15]2[CH:22]=[CH:21][C:18]([CH:19]=[O:20])=[CH:17][CH:16]=2)=[CH:12][CH:11]=[CH:10][CH:9]=3)=[N:4]1.[CH3:25][N:4]1[C:5]([C:6]2[NH:7][C:8]3[C:13]([C:14]=2[C:15]2[CH:22]=[CH:21][C:18]([CH:19]=[O:20])=[CH:17][CH:16]=2)=[CH:12][CH:11]=[CH:10][CH:9]=3)=[N:1][NH:2][NH:3]1, predict the reactants needed to synthesize it. The reactants are: [N:1]1[NH:2][N:3]=[N:4][C:5]=1[C:6]1[NH:7][C:8]2[C:13]([C:14]=1[C:15]1[CH:22]=[CH:21][C:18]([CH:19]=[O:20])=[CH:17][CH:16]=1)=[CH:12][CH:11]=[CH:10][CH:9]=2.IC.[C:25](=O)([O-])[O-].[K+].[K+].